Dataset: Reaction yield outcomes from USPTO patents with 853,638 reactions. Task: Predict the reaction yield, written as a fraction of the theoretical maximum amount of product (1.0 means a 100% yield; for example, 0.34 means a 34% yield). (1) The reactants are Br[CH:2]([C:13]1[CH:14]=[CH:15][C:16]2[N:17]([C:19]([CH:22]([CH3:24])[CH3:23])=[N:20][N:21]=2)[N:18]=1)[C:3]([C:5]1[CH:10]=[CH:9][C:8]([F:11])=[CH:7][C:6]=1[F:12])=O.[CH:25]([N:28]1[CH2:33][CH2:32][N:31]([C:34](=[S:36])[NH2:35])[CH2:30][CH2:29]1)([CH3:27])[CH3:26]. The catalyst is CCO. The product is [F:12][C:6]1[CH:7]=[C:8]([F:11])[CH:9]=[CH:10][C:5]=1[C:3]1[N:35]=[C:34]([N:31]2[CH2:32][CH2:33][N:28]([CH:25]([CH3:27])[CH3:26])[CH2:29][CH2:30]2)[S:36][C:2]=1[C:13]1[CH:14]=[CH:15][C:16]2[N:17]([C:19]([CH:22]([CH3:24])[CH3:23])=[N:20][N:21]=2)[N:18]=1. The yield is 0.560. (2) The reactants are Br[C:2]1[CH:7]=[CH:6][C:5]([CH:8]([CH:10]2[CH2:12][CH2:11]2)[CH3:9])=[CH:4][CH:3]=1.[CH3:13][NH2:14]. The catalyst is O. The product is [CH:10]1([CH:8]([C:5]2[CH:6]=[CH:7][C:2]([NH:14][CH3:13])=[CH:3][CH:4]=2)[CH3:9])[CH2:12][CH2:11]1. The yield is 0.150. (3) The reactants are [CH3:1][C:2]1[CH:7]=[C:6]([N+:8]([O-:10])=[O:9])[CH:5]=[C:4]([CH3:11])[C:3]=1[OH:12].N1C=CC=CC=1.[F:19][C:20]([F:33])([F:32])[S:21](O[S:21]([C:20]([F:33])([F:32])[F:19])(=[O:23])=[O:22])(=[O:23])=[O:22]. The catalyst is ClCCl.[Cl-].[NH4+]. The product is [F:19][C:20]([F:33])([F:32])[S:21]([O:12][C:3]1[C:2]([CH3:1])=[CH:7][C:6]([N+:8]([O-:10])=[O:9])=[CH:5][C:4]=1[CH3:11])(=[O:23])=[O:22]. The yield is 0.930. (4) The reactants are [NH2:1][C:2]1[CH:7]=[CH:6][C:5]([C:8]2[N:9]([CH:20]3[CH2:23][CH2:22][CH2:21]3)[C:10]3[C:15]([C:16]=2[C:17]#[N:18])=[CH:14][CH:13]=[C:12]([OH:19])[CH:11]=3)=[CH:4][CH:3]=1.Cl[C:25]([O:27][C:28]1[CH:33]=[CH:32][C:31]([N+]([O-])=O)=C[CH:29]=1)=[O:26].C1(C(C)O)CC1. The catalyst is N1C=CC=CC=1.Cl. The product is [CH:33]1([CH:28]([O:27][C:25](=[O:26])[NH:1][C:2]2[CH:7]=[CH:6][C:5]([C:8]3[N:9]([CH:20]4[CH2:21][CH2:22][CH2:23]4)[C:10]4[C:15]([C:16]=3[C:17]#[N:18])=[CH:14][CH:13]=[C:12]([OH:19])[CH:11]=4)=[CH:4][CH:3]=2)[CH3:29])[CH2:32][CH2:31]1. The yield is 0.800. (5) The product is [CH2:3]([N:5]([CH3:34])[C:6]1[N:10]([CH2:11][C:12]2[CH:13]=[CH:14][C:15]([C:18]3[CH:23]=[CH:22][CH:21]=[CH:20][C:19]=3[C:24]#[N:25])=[CH:16][CH:17]=2)[C:9]2[C:26]([C:30]([O:32][CH3:33])=[O:31])=[CH:27][CH:28]=[CH:29][C:8]=2[N:7]=1)[CH3:4]. The catalyst is CN(C=O)C. The yield is 0.820. The reactants are [H-].[Na+].[CH2:3]([NH:5][C:6]1[N:10]([CH2:11][C:12]2[CH:17]=[CH:16][C:15]([C:18]3[CH:23]=[CH:22][CH:21]=[CH:20][C:19]=3[C:24]#[N:25])=[CH:14][CH:13]=2)[C:9]2[C:26]([C:30]([O:32][CH3:33])=[O:31])=[CH:27][CH:28]=[CH:29][C:8]=2[N:7]=1)[CH3:4].[CH3:34]I.O. (6) The reactants are [CH3:1][N:2]([CH3:27])[C:3]1[CH:4]=[CH:5][C:6]([C:11]2[S:12][C:13]3[CH:19]([O:20][CH2:21][O:22][CH2:23][CH2:24][O:25][CH3:26])[CH2:18][CH2:17][CH2:16][C:14]=3[N:15]=2)=[C:7]([CH2:9][OH:10])[CH:8]=1.CC(OI1(OC(C)=O)(OC(C)=O)OC(=O)C2C=CC=CC1=2)=O. The catalyst is C(Cl)Cl. The product is [CH3:1][N:2]([CH3:27])[C:3]1[CH:4]=[CH:5][C:6]([C:11]2[S:12][C:13]3[CH:19]([O:20][CH2:21][O:22][CH2:23][CH2:24][O:25][CH3:26])[CH2:18][CH2:17][CH2:16][C:14]=3[N:15]=2)=[C:7]([CH:8]=1)[CH:9]=[O:10]. The yield is 1.00. (7) The reactants are [NH2:1][C:2]1[N:7]=[CH:6][N:5]=[C:4]2[N:8]([CH:12]([C:14]3[O:15][C:16]4[C:21]([C:22](=[O:30])[C:23]=3[C:24]3[CH:29]=[CH:28][CH:27]=[CH:26][CH:25]=3)=[CH:20][CH:19]=[CH:18][CH:17]=4)[CH3:13])[N:9]=[C:10](I)[C:3]=12.[NH:31]1[C:39]2[C:34](=[CH:35][CH:36]=[C:37](B3OC(C)(C)C(C)(C)O3)[CH:38]=2)[CH:33]=[N:32]1.C(=O)([O-])[O-].[Na+].[Na+].ClCCl. The catalyst is CN(C=O)C.C(O)C.O. The product is [NH2:1][C:2]1[N:7]=[CH:6][N:5]=[C:4]2[N:8]([CH:12]([C:14]3[O:15][C:16]4[C:21]([C:22](=[O:30])[C:23]=3[C:24]3[CH:29]=[CH:28][CH:27]=[CH:26][CH:25]=3)=[CH:20][CH:19]=[CH:18][CH:17]=4)[CH3:13])[N:9]=[C:10]([C:37]3[CH:38]=[C:39]4[C:34]([CH:33]=[N:32][NH:31]4)=[CH:35][CH:36]=3)[C:3]=12. The yield is 0.100.